From a dataset of Retrosynthesis with 50K atom-mapped reactions and 10 reaction types from USPTO. Predict the reactants needed to synthesize the given product. (1) The reactants are: C[C@H]1CC[C@@H](Oc2ccc3cc(C=O)ccc3c2C(F)(F)F)CC1. Given the product C[C@H]1CC[C@@H](Oc2ccc3cc(CO)ccc3c2C(F)(F)F)CC1, predict the reactants needed to synthesize it. (2) Given the product COC(=O)CCNC(=O)c1ccc2c(c1)nc(-c1ccc(C(=N)NC(=O)OC)cc1)n2C, predict the reactants needed to synthesize it. The reactants are: COC(=O)CCNC(=O)c1ccc2c(c1)nc(-c1ccc(C(=N)N)cc1)n2C.COC(=O)Cl. (3) The reactants are: CCCOc1ccc([N+](=O)[O-])cc1-c1ncc(-c2nnn[nH]2)c(=O)[nH]1. Given the product CCCOc1ccc(N)cc1-c1ncc(-c2nnn[nH]2)c(=O)[nH]1, predict the reactants needed to synthesize it. (4) Given the product CCCCCCCCc1ccc(CCBr)cc1, predict the reactants needed to synthesize it. The reactants are: CCCCCCCCc1ccc(C(=O)CBr)cc1. (5) The reactants are: CC1(C)CCC=C1B1OC(C)(C)C(C)(C)O1.CCOC(=O)C[C@@H](c1ccc(OCc2ccc(Cl)c(OC(F)(F)F)c2)cc1)c1ccon1. Given the product CCOC(=O)C[C@@H](c1ccc(OCc2ccc(C3=CCCC3(C)C)c(OC(F)(F)F)c2)cc1)c1ccon1, predict the reactants needed to synthesize it. (6) Given the product COc1ccc2c(c1OC)C(C)(C)N1CCc3cc4c(cc3C1C2)OCO4, predict the reactants needed to synthesize it. The reactants are: COc1ccc2c(c1OC)C(C)(C)N1CCc3cc4c(cc3C1=C2)OCO4. (7) Given the product NCc1cccnn1, predict the reactants needed to synthesize it. The reactants are: N#Cc1cccnn1.